The task is: Predict the product of the given reaction.. This data is from Forward reaction prediction with 1.9M reactions from USPTO patents (1976-2016). (1) Given the reactants [NH2:1][C@@H:2]([CH2:18][C:19]1[CH:24]=[CH:23][CH:22]=[CH:21][CH:20]=1)[C:3]([NH:5][C:6]1[CH:11]=[CH:10][CH:9]=[C:8]([C:12]2[CH:17]=[CH:16][N:15]=[CH:14][CH:13]=2)[CH:7]=1)=[O:4].S1[CH:29]=[C:28]([CH:30]=[O:31])N=C1.[C:32](O[BH-](OC(=O)C)OC(=O)C)(=O)[CH3:33].[Na+].[CH3:46][CH2:47]N(C(C)C)C(C)C, predict the reaction product. The product is: [C:19]1([CH2:18][C@H:2]([NH:1][CH2:32][CH2:33][CH:29]2[CH2:47][CH2:46][O:31][CH2:30][CH2:28]2)[C:3]([NH:5][C:6]2[CH:11]=[CH:10][CH:9]=[C:8]([C:12]3[CH:13]=[CH:14][N:15]=[CH:16][CH:17]=3)[CH:7]=2)=[O:4])[CH:24]=[CH:23][CH:22]=[CH:21][CH:20]=1. (2) The product is: [Cl:6][C:7]1[N:8]=[CH:9][CH:10]=[C:11]([Cl:3])[C:12]=1[C:13]#[N:14]. Given the reactants P(Cl)(Cl)([Cl:3])=O.[Cl:6][C:7]1[NH:8][CH:9]=[CH:10][C:11](=O)[C:12]=1[C:13]#[N:14], predict the reaction product. (3) Given the reactants [CH3:1][C:2]1([CH3:16])[C:6]([CH3:8])([CH3:7])[O:5][B:4]([C:9]2[CH:10]=[CH:11][C:12]([NH2:15])=[N:13][CH:14]=2)[O:3]1.C(N(CC)CC)C.[C:24](OC(=O)C)(=[O:26])[CH3:25], predict the reaction product. The product is: [CH3:8][C:6]1([CH3:7])[C:2]([CH3:16])([CH3:1])[O:3][B:4]([C:9]2[CH:10]=[CH:11][C:12]([NH:15][C:24](=[O:26])[CH3:25])=[N:13][CH:14]=2)[O:5]1.